Dataset: Full USPTO retrosynthesis dataset with 1.9M reactions from patents (1976-2016). Task: Predict the reactants needed to synthesize the given product. Given the product [Cl:1][C:2]1[CH:3]=[CH:4][C:5]([O:6][C:7]2[CH:16]=[C:15]3[C:10]([CH2:11][CH2:12][C:13]([CH3:21])([C:17]([OH:19])=[O:18])[CH2:14]3)=[CH:9][CH:8]=2)=[CH:22][CH:23]=1, predict the reactants needed to synthesize it. The reactants are: [Cl:1][C:2]1[CH:23]=[CH:22][C:5]([O:6][C:7]2[CH:16]=[C:15]3[C:10]([CH2:11][CH2:12][C:13]([CH3:21])([C:17]([O:19]C)=[O:18])[CH2:14]3)=[CH:9][CH:8]=2)=[CH:4][CH:3]=1.[OH-].[Li+].Cl.